Dataset: Full USPTO retrosynthesis dataset with 1.9M reactions from patents (1976-2016). Task: Predict the reactants needed to synthesize the given product. (1) Given the product [NH2:36][CH:37]([CH:39]1[CH2:40][N:41]([S:43]([C:46]2[C:47]3[C:48]([Cl:56])=[CH:49][N:50]=[CH:51][C:52]=3[CH:53]=[CH:54][CH:55]=2)(=[O:44])=[O:45])[CH2:42]1)[CH3:38], predict the reactants needed to synthesize it. The reactants are: BrC1C2C(S(Cl)(=O)=O)=CC=CC=2C=NC=1.C(OC(N[C@H]1CCNC1)=O)(C)(C)C.C(OC([NH:36][CH:37]([CH:39]1[CH2:42][N:41]([S:43]([C:46]2[C:47]3[C:48]([Cl:56])=[CH:49][N:50]=[CH:51][C:52]=3[CH:53]=[CH:54][CH:55]=2)(=[O:45])=[O:44])[CH2:40]1)[CH3:38])=O)(C)(C)C. (2) Given the product [OH:14][C@@:11]([CH3:15])([CH2:12][CH3:13])[C@@H:9]([NH:8][C:28]([C:27]1[C:21]2[C:22](=[N:23][CH:24]=[C:19]([CH:16]3[CH2:17][CH2:18]3)[N:20]=2)[N:25]([CH2:31][O:32][CH2:33][CH2:34][Si:35]([CH3:38])([CH3:37])[CH3:36])[CH:26]=1)=[O:29])[CH3:10], predict the reactants needed to synthesize it. The reactants are: FC(F)(F)C(O)=O.[NH2:8][C@H:9]([C@@:11]([CH3:15])([OH:14])[CH2:12][CH3:13])[CH3:10].[CH:16]1([C:19]2[N:20]=[C:21]3[C:27]([C:28](O)=[O:29])=[CH:26][N:25]([CH2:31][O:32][CH2:33][CH2:34][Si:35]([CH3:38])([CH3:37])[CH3:36])[C:22]3=[N:23][CH:24]=2)[CH2:18][CH2:17]1. (3) Given the product [CH3:1][O:2][C:3]1[CH:4]=[C:5]2[C:10](=[CH:11][C:12]=1[O:13][CH3:14])[N:9]=[CH:8][N:7]=[C:6]2[O:15][C:16]1[CH:21]=[CH:20][C:19]([O:22][CH2:28][C:27]([O:26][CH3:25])=[O:30])=[CH:18][CH:17]=1, predict the reactants needed to synthesize it. The reactants are: [CH3:1][O:2][C:3]1[CH:4]=[C:5]2[C:10](=[CH:11][C:12]=1[O:13][CH3:14])[N:9]=[CH:8][N:7]=[C:6]2[O:15][C:16]1[CH:21]=[CH:20][C:19]([OH:22])=[CH:18][CH:17]=1.[H-].[Na+].[CH3:25][O:26][C:27](=[O:30])[CH2:28]Br.C(=O)([O-])O.[Na+]. (4) Given the product [O:26]=[C:27]1[N:32]([C:33]2[CH:34]=[CH:35][C:36]([O:39][CH2:40][C:41]([F:42])([F:44])[F:43])=[CH:37][CH:38]=2)[C:31]([S:45][CH2:46][CH2:47][CH2:48][S:49]([NH:52][C:7]([CH:8]2[CH2:13][CH2:12]2)=[O:18])(=[O:50])=[O:51])=[N:30][C:29]2[CH:53]=[CH:54][NH:55][C:28]1=2, predict the reactants needed to synthesize it. The reactants are: C[C:13]1[CH:12]=CC=C([N+]([O-])=O)[C:8]=1[C:7](O[C:7](=[O:18])[C:8]1[C:13]([N+]([O-])=O)=[CH:12]C=CC=1C)=[O:18].[O:26]=[C:27]1[N:32]([C:33]2[CH:38]=[CH:37][C:36]([O:39][CH2:40][C:41]([F:44])([F:43])[F:42])=[CH:35][CH:34]=2)[C:31]([S:45][CH2:46][CH2:47][CH2:48][S:49]([NH2:52])(=[O:51])=[O:50])=[N:30][C:29]2[CH:53]=[CH:54][NH:55][C:28]1=2.C1(C(O)=O)CC1.C(N(CC)CC)C. (5) The reactants are: [N:1]([C:4]12[CH2:13][CH:8]3[CH2:9][CH:10]([CH2:12][CH:6]([CH2:7]3)[CH2:5]1)[CH2:11]2)=[N+:2]=[N-:3].[CH3:14][O:15][C:16]1[CH:21]=[CH:20][C:19]([O:22][CH2:23][C:24]#[CH:25])=[CH:18][C:17]=1[O:26][CH3:27].O=C1O[C@H]([C@H](CO)O)C([O-])=C1O.[Na+]. Given the product [C:4]12([N:1]3[CH:25]=[C:24]([CH2:23][O:22][C:19]4[CH:20]=[CH:21][C:16]([O:15][CH3:14])=[C:17]([O:26][CH3:27])[CH:18]=4)[N:3]=[N:2]3)[CH2:5][CH:6]3[CH2:12][CH:10]([CH2:9][CH:8]([CH2:7]3)[CH2:13]1)[CH2:11]2, predict the reactants needed to synthesize it. (6) Given the product [Cl:17][C:12]1[CH:11]=[C:10]([CH2:9][CH2:8][C:5]2[CH:4]=[C:3]3[C:2](=[CH:7][CH:6]=2)[NH:1][C:25]2[C:21]([C:22]([OH:24])=[O:23])=[CH:20][C:28]([N+:29]([O-:31])=[O:30])=[CH:27][C:26]=2[O:18]3)[CH:15]=[CH:14][C:13]=1[Cl:16], predict the reactants needed to synthesize it. The reactants are: [NH2:1][C:2]1[CH:7]=[CH:6][C:5]([CH2:8][CH2:9][C:10]2[CH:15]=[CH:14][C:13]([Cl:16])=[C:12]([Cl:17])[CH:11]=2)=[CH:4][C:3]=1[OH:18].Cl[C:20]1[C:28]([N+:29]([O-:31])=[O:30])=[CH:27][C:26]([N+]([O-])=O)=[CH:25][C:21]=1[C:22]([OH:24])=[O:23].C([O-])(=O)C.[Na+].[OH-].[Na+].Cl. (7) Given the product [CH2:47]([CH:54]1[CH2:55][N:56]([C:44]([C:27]2[N:28]=[C:29]3[C:34]([C:35]([F:36])([F:37])[F:38])=[CH:33][C:32]([C:39]4[O:40][CH:41]=[CH:42][CH:43]=4)=[CH:31][N:30]3[C:26]=2[Cl:25])=[O:46])[CH2:57]1)[C:48]1[CH:53]=[CH:52][CH:51]=[CH:50][CH:49]=1, predict the reactants needed to synthesize it. The reactants are: CN(C(ON1N=NC2C=CC=NC1=2)=[N+](C)C)C.F[P-](F)(F)(F)(F)F.[Cl:25][C:26]1[N:30]2[CH:31]=[C:32]([C:39]3[O:40][CH:41]=[CH:42][CH:43]=3)[CH:33]=[C:34]([C:35]([F:38])([F:37])[F:36])[C:29]2=[N:28][C:27]=1[C:44]([OH:46])=O.[CH2:47]([CH:54]1[CH2:57][NH:56][CH2:55]1)[C:48]1[CH:53]=[CH:52][CH:51]=[CH:50][CH:49]=1. (8) Given the product [C:1]([O:4][C@@H:5]1[C@@H:19]([O:20][C:21](=[O:23])[CH3:22])[C@H:18]([O:24][C:25](=[O:27])[CH3:26])[CH2:17][S:16][C@H:6]1[O:7][C:8]1[C:9]([Cl:15])=[N:10][C:11]([C:33]2[CH:32]=[CH:31][N:30]=[C:29]([F:28])[CH:34]=2)=[CH:12][CH:13]=1)(=[O:3])[CH3:2], predict the reactants needed to synthesize it. The reactants are: [C:1]([O:4][C@@H:5]1[C@@H:19]([O:20][C:21](=[O:23])[CH3:22])[C@H:18]([O:24][C:25](=[O:27])[CH3:26])[CH2:17][S:16][C@H:6]1[O:7][C:8]1[C:9]([Cl:15])=[N:10][C:11](I)=[CH:12][CH:13]=1)(=[O:3])[CH3:2].[F:28][C:29]1[CH:34]=[C:33](B(O)O)[CH:32]=[CH:31][N:30]=1.